Dataset: NCI-60 drug combinations with 297,098 pairs across 59 cell lines. Task: Regression. Given two drug SMILES strings and cell line genomic features, predict the synergy score measuring deviation from expected non-interaction effect. (1) Drug 1: CS(=O)(=O)CCNCC1=CC=C(O1)C2=CC3=C(C=C2)N=CN=C3NC4=CC(=C(C=C4)OCC5=CC(=CC=C5)F)Cl. Drug 2: C1=NNC2=C1C(=O)NC=N2. Cell line: NCI-H226. Synergy scores: CSS=6.49, Synergy_ZIP=-2.47, Synergy_Bliss=-2.11, Synergy_Loewe=3.68, Synergy_HSA=-0.722. (2) Drug 1: C1=CC(=CC=C1CCCC(=O)O)N(CCCl)CCCl. Drug 2: CCN(CC)CCNC(=O)C1=C(NC(=C1C)C=C2C3=C(C=CC(=C3)F)NC2=O)C. Cell line: MCF7. Synergy scores: CSS=27.7, Synergy_ZIP=0.312, Synergy_Bliss=-2.02, Synergy_Loewe=-2.28, Synergy_HSA=-2.05. (3) Drug 2: CC1=C(C=C(C=C1)NC(=O)C2=CC=C(C=C2)CN3CCN(CC3)C)NC4=NC=CC(=N4)C5=CN=CC=C5. Drug 1: CN(CC1=CN=C2C(=N1)C(=NC(=N2)N)N)C3=CC=C(C=C3)C(=O)NC(CCC(=O)O)C(=O)O. Synergy scores: CSS=7.80, Synergy_ZIP=15.0, Synergy_Bliss=17.7, Synergy_Loewe=16.7, Synergy_HSA=15.0. Cell line: SN12C. (4) Drug 1: C1=CC(=C2C(=C1NCCNCCO)C(=O)C3=C(C=CC(=C3C2=O)O)O)NCCNCCO. Drug 2: C1CC(C1)(C(=O)O)C(=O)O.[NH2-].[NH2-].[Pt+2]. Cell line: UACC-257. Synergy scores: CSS=15.5, Synergy_ZIP=-5.16, Synergy_Bliss=-0.526, Synergy_Loewe=-3.89, Synergy_HSA=0.000585. (5) Drug 1: CNC(=O)C1=CC=CC=C1SC2=CC3=C(C=C2)C(=NN3)C=CC4=CC=CC=N4. Synergy scores: CSS=17.1, Synergy_ZIP=-4.05, Synergy_Bliss=-1.91, Synergy_Loewe=0.0799, Synergy_HSA=-0.0873. Cell line: CAKI-1. Drug 2: C1=NNC2=C1C(=O)NC=N2. (6) Drug 1: CC(CN1CC(=O)NC(=O)C1)N2CC(=O)NC(=O)C2. Drug 2: CN1C(=O)N2C=NC(=C2N=N1)C(=O)N. Cell line: PC-3. Synergy scores: CSS=18.6, Synergy_ZIP=-4.71, Synergy_Bliss=2.19, Synergy_Loewe=-1.12, Synergy_HSA=1.73. (7) Drug 1: CC12CCC3C(C1CCC2=O)CC(=C)C4=CC(=O)C=CC34C. Drug 2: CCCCC(=O)OCC(=O)C1(CC(C2=C(C1)C(=C3C(=C2O)C(=O)C4=C(C3=O)C=CC=C4OC)O)OC5CC(C(C(O5)C)O)NC(=O)C(F)(F)F)O. Cell line: TK-10. Synergy scores: CSS=35.5, Synergy_ZIP=1.38, Synergy_Bliss=1.29, Synergy_Loewe=-32.5, Synergy_HSA=1.05.